From a dataset of Forward reaction prediction with 1.9M reactions from USPTO patents (1976-2016). Predict the product of the given reaction. (1) Given the reactants C(N(CC)CC)C.CC1C=CC(S(O)(=O)=O)=CC=1.[Cl:19][C:20]1[CH:25]=[CH:24][C:23]([C:26](=[C:28]2[CH2:33][CH2:32][NH:31][CH2:30][CH2:29]2)[CH3:27])=[CH:22][CH:21]=1.[CH3:34][C:35]1[C:39]([S:40](Cl)(=[O:42])=[O:41])=[C:38]([CH3:44])[NH:37][N:36]=1, predict the reaction product. The product is: [Cl:19][C:20]1[CH:25]=[CH:24][C:23]([C:26](=[C:28]2[CH2:29][CH2:30][N:31]([S:40]([C:39]3[C:35]([CH3:34])=[N:36][NH:37][C:38]=3[CH3:44])(=[O:42])=[O:41])[CH2:32][CH2:33]2)[CH3:27])=[CH:22][CH:21]=1. (2) Given the reactants [OH:1][CH2:2][CH2:3][CH2:4][CH2:5][CH2:6][CH2:7][CH2:8][C:9]([OH:11])=[O:10].[CH3:12][O:13][C:14]1[CH:35]=[CH:34][C:17]([C:18](Cl)([C:27]2[CH:32]=[CH:31][CH:30]=[CH:29][CH:28]=2)[C:19]2[CH:24]=[CH:23][C:22]([O:25][CH3:26])=[CH:21][CH:20]=2)=[CH:16][CH:15]=1, predict the reaction product. The product is: [CH3:26][O:25][C:22]1[CH:21]=[CH:20][C:19]([C:18]([O:1][CH2:2][CH2:3][CH2:4][CH2:5][CH2:6][CH2:7][CH2:8][C:9]([OH:11])=[O:10])([C:27]2[CH:28]=[CH:29][CH:30]=[CH:31][CH:32]=2)[C:17]2[CH:34]=[CH:35][C:14]([O:13][CH3:12])=[CH:15][CH:16]=2)=[CH:24][CH:23]=1. (3) Given the reactants [CH3:1][C:2]1[O:6][N:5]=[C:4]([C:7]2[CH:12]=[CH:11][CH:10]=[CH:9][CH:8]=2)[C:3]=1[CH2:13][OH:14].[H-].[Na+].Cl[C:18]1[CH:19]=[CH:20][C:21]2[N:22]([CH:24]=[N:25][N:26]=2)[N:23]=1, predict the reaction product. The product is: [CH3:1][C:2]1[O:6][N:5]=[C:4]([C:7]2[CH:12]=[CH:11][CH:10]=[CH:9][CH:8]=2)[C:3]=1[CH2:13][O:14][C:18]1[CH:19]=[CH:20][C:21]2[N:22]([CH:24]=[N:25][N:26]=2)[N:23]=1. (4) Given the reactants C(O)(C(F)(F)F)=O.[NH2:8][C@H:9]([C:15]([OH:17])=[O:16])[CH2:10][CH2:11][CH2:12][CH2:13][NH2:14], predict the reaction product. The product is: [NH2:8][C@H:9]([C:15]([OH:17])=[O:16])[CH2:10][CH2:11][CH2:12][CH2:13][NH2:14]. (5) Given the reactants Cl[C:2]1[C:11]2[C:6](=[CH:7][C:8]([O:17][CH2:18][CH2:19][O:20][CH3:21])=[C:9]([O:12][CH2:13][CH2:14][O:15][CH3:16])[CH:10]=2)[N:5]=[CH:4][N:3]=1.[F:22][C:23]1[CH:24]=[C:25]([CH2:30][C:31]([OH:33])=[O:32])[CH:26]=[CH:27][C:28]=1[OH:29], predict the reaction product. The product is: [F:22][C:23]1[CH:24]=[C:25]([CH2:30][C:31]([OH:33])=[O:32])[CH:26]=[CH:27][C:28]=1[O:29][C:2]1[C:11]2[C:6](=[CH:7][C:8]([O:17][CH2:18][CH2:19][O:20][CH3:21])=[C:9]([O:12][CH2:13][CH2:14][O:15][CH3:16])[CH:10]=2)[N:5]=[CH:4][N:3]=1. (6) Given the reactants [C:1]([C@H:4]1[CH2:8][CH2:7][CH2:6][N:5]1[C:9](=[O:24])[CH2:10][CH2:11][CH2:12][CH2:13][C:14]([N:16]1[CH2:20][CH2:19][CH2:18][C@@H:17]1[C:21]([OH:23])=[O:22])=[O:15])([OH:3])=[O:2], predict the reaction product. The product is: [CH2:7]([O:22][C:21]([C@H:17]1[CH2:18][CH2:19][CH2:20][N:16]1[C:14](=[O:15])[CH2:13][CH2:12][CH2:11][CH2:10][C:9]([N:5]1[CH2:6][CH2:7][CH2:8][C@@H:4]1[C:1]([O:3][CH2:12][CH2:11][CH:10]=[CH2:9])=[O:2])=[O:24])=[O:23])[CH2:8][CH:4]=[CH2:1]. (7) Given the reactants C([Li])CCC.Br[C:7]1[CH:12]=[CH:11][CH:10]=[C:9]([Br:13])[N:8]=1.[CH3:14][N:15]1[CH2:20][CH2:19][CH:18]([C:21](N2CCCC2)=[O:22])[CH2:17][CH2:16]1, predict the reaction product. The product is: [Br:13][C:9]1[CH:10]=[CH:11][CH:12]=[C:7]([C:21]([CH:18]2[CH2:19][CH2:20][N:15]([CH3:14])[CH2:16][CH2:17]2)=[O:22])[N:8]=1.